From a dataset of Reaction yield outcomes from USPTO patents with 853,638 reactions. Predict the reaction yield, written as a fraction of the theoretical maximum amount of product (1.0 means a 100% yield; for example, 0.34 means a 34% yield). (1) The reactants are C(N(C(C)C)CC)(C)C.Cl.[CH3:11][O:12][C:13](=[O:25])[C@H:14]([CH2:16][NH:17][C:18]([C:20]1[S:21][CH:22]=[CH:23][CH:24]=1)=[O:19])[NH2:15].[Cl:26][C:27]1[CH:35]=[C:34]([C:36]([NH:38][CH2:39][C:40]2[CH:45]=[CH:44][CH:43]=[C:42]([OH:46])[CH:41]=2)=[O:37])[CH:33]=[CH:32][C:28]=1[C:29](O)=[O:30].CN(C(ON1N=NC2C=CC=CC1=2)=[N+](C)C)C.F[P-](F)(F)(F)(F)F. The catalyst is CN(C=O)C. The product is [Cl:26][C:27]1[CH:35]=[C:34]([C:36]([NH:38][CH2:39][C:40]2[CH:45]=[CH:44][CH:43]=[C:42]([OH:46])[CH:41]=2)=[O:37])[CH:33]=[CH:32][C:28]=1[C:29]([NH:15][C@H:14]([C:13]([O:12][CH3:11])=[O:25])[CH2:16][NH:17][C:18]([C:20]1[S:21][CH:22]=[CH:23][CH:24]=1)=[O:19])=[O:30]. The yield is 0.700. (2) The reactants are Br[C:2]1[CH:7]=[CH:6][C:5]([CH:8]2[C:12]3[CH:13]=[C:14]([NH:19][C:20](=[O:26])[CH2:21][C:22]([CH3:25])([CH3:24])[CH3:23])[C:15]([CH3:18])=[C:16]([CH3:17])[C:11]=3[O:10][C:9]2([CH3:28])[CH3:27])=[CH:4][CH:3]=1.C([Li])CCC.CN([CH:37]=[O:38])C.O. The catalyst is C1COCC1. The product is [CH:37]([C:2]1[CH:7]=[CH:6][C:5]([CH:8]2[C:12]3[CH:13]=[C:14]([NH:19][C:20](=[O:26])[CH2:21][C:22]([CH3:23])([CH3:24])[CH3:25])[C:15]([CH3:18])=[C:16]([CH3:17])[C:11]=3[O:10][C:9]2([CH3:28])[CH3:27])=[CH:4][CH:3]=1)=[O:38]. The yield is 0.460. (3) The reactants are [Cl:1][C:2]1[CH:7]=[C:6]([Cl:8])[CH:5]=[CH:4][C:3]=1[S:9]([NH:12][CH2:13][CH2:14][C@H:15]([OH:26])[CH2:16][NH:17][C:18](=[O:25])[C@H:19]([CH2:21][CH:22]([CH3:24])[CH3:23])[NH2:20])(=[O:11])=[O:10].[N-:27]=[C:28]=[O:29].[CH2:30]1[CH2:35][CH2:34][CH2:33][CH2:32][CH2:31]1. The catalyst is C(Cl)Cl. The product is [CH:30]1([NH:27][C:28]([NH:20][C@H:19]([C:18]([NH:17][CH2:16][C@@H:15]([OH:26])[CH2:14][CH2:13][NH:12][S:9]([C:3]2[CH:4]=[CH:5][C:6]([Cl:8])=[CH:7][C:2]=2[Cl:1])(=[O:10])=[O:11])=[O:25])[CH2:21][CH:22]([CH3:23])[CH3:24])=[O:29])[CH2:35][CH2:34][CH2:33][CH2:32][CH2:31]1. The yield is 0.800. (4) The reactants are [CH:1]([C:4]1[CH:9]=[CH:8][C:7]([CH:10]2[C:14]3[C:15]([CH3:35])=[C:16]([NH:26][C:27](=[O:34])OCC(Cl)(Cl)Cl)[C:17]([CH3:25])=[C:18]([C:19]4[CH:24]=[CH:23][CH:22]=[CH:21][CH:20]=4)[C:13]=3[O:12][CH2:11]2)=[CH:6][CH:5]=1)([CH3:3])[CH3:2].[NH2:36][CH2:37][CH2:38][CH2:39][OH:40]. The catalyst is CCCCCC.C(OCC)(=O)C. The product is [OH:40][CH2:39][CH2:38][CH2:37][NH:36][C:27]([NH:26][C:16]1[C:17]([CH3:25])=[C:18]([C:19]2[CH:24]=[CH:23][CH:22]=[CH:21][CH:20]=2)[C:13]2[O:12][CH2:11][CH:10]([C:7]3[CH:6]=[CH:5][C:4]([CH:1]([CH3:2])[CH3:3])=[CH:9][CH:8]=3)[C:14]=2[C:15]=1[CH3:35])=[O:34]. The yield is 0.650. (5) The yield is 0.610. The reactants are [H-].[Na+].[CH3:3][CH:4]([OH:8])[CH2:5][CH:6]=[CH2:7].Br[CH2:10][CH:11]=[CH2:12]. The catalyst is CN(C)C=O. The product is [CH2:12]([O:8][CH:4]([CH3:3])[CH2:5][CH:6]=[CH2:7])[CH:11]=[CH2:10].